From a dataset of Catalyst prediction with 721,799 reactions and 888 catalyst types from USPTO. Predict which catalyst facilitates the given reaction. (1) Reactant: [CH2:1]([O:3][C:4](=[O:25])[C:5]([N:7]([CH2:15][C:16]1[CH:24]=[CH:23][C:19]([C:20]([OH:22])=[O:21])=[CH:18][CH:17]=1)[CH2:8][CH:9]1[CH2:14][CH2:13][NH:12][CH2:11][CH2:10]1)=[O:6])[CH3:2].[C:26](ON1C(=O)CCC1=O)([O:28][CH2:29][CH:30]1[C:42]2[C:37](=[CH:38][CH:39]=[CH:40][CH:41]=2)[C:36]2[C:31]1=[CH:32][CH:33]=[CH:34][CH:35]=2)=[O:27].C([O-])(O)=O.[Na+]. Product: [CH2:1]([O:3][C:4](=[O:25])[C:5]([N:7]([CH2:15][C:16]1[CH:24]=[CH:23][C:19]([C:20]([OH:22])=[O:21])=[CH:18][CH:17]=1)[CH2:8][CH:9]1[CH2:14][CH2:13][N:12]([C:26]([O:28][CH2:29][CH:30]2[C:31]3[CH:32]=[CH:33][CH:34]=[CH:35][C:36]=3[C:37]3[C:42]2=[CH:41][CH:40]=[CH:39][CH:38]=3)=[O:27])[CH2:11][CH2:10]1)=[O:6])[CH3:2]. The catalyst class is: 38. (2) Reactant: C(O)(=O)C.[Cl:5][C:6]1[CH:7]=[C:8]([C:13]2([C:28]([F:31])([F:30])[F:29])[O:17][N:16]=[C:15]([C:18]3[CH:19]=[CH:20][C:21]([CH3:27])=[C:22]([N+:24]([O-])=O)[CH:23]=3)[CH2:14]2)[CH:9]=[C:10]([Cl:12])[CH:11]=1. Product: [Cl:5][C:6]1[CH:7]=[C:8]([C:13]2([C:28]([F:30])([F:29])[F:31])[O:17][N:16]=[C:15]([C:18]3[CH:19]=[CH:20][C:21]([CH3:27])=[C:22]([CH:23]=3)[NH2:24])[CH2:14]2)[CH:9]=[C:10]([Cl:12])[CH:11]=1. The catalyst class is: 679. (3) The catalyst class is: 324. Reactant: O.[N+:2]([C:5]1[CH:13]=[CH:12][C:8]2=[N:9][S:10][N:11]=[C:7]2[CH:6]=1)([O-])=O. Product: [N:9]1[S:10][N:11]=[C:7]2[CH:6]=[C:5]([NH2:2])[CH:13]=[CH:12][C:8]=12. (4) Reactant: [C:1]([CH2:4][CH2:5][C:6]1[C:14]2[B:13]([OH:15])[O:12][CH2:11][C:10]=2[CH:9]=[CH:8][CH:7]=1)([OH:3])=O.[NH2:16][C:17]1[CH:31]=[CH:30][C:20]([CH2:21][NH:22][C:23](=[O:29])[O:24][C:25]([CH3:28])([CH3:27])[CH3:26])=[CH:19][CH:18]=1.CCN=C=NCCCN(C)C. Product: [C:25]([O:24][C:23](=[O:29])[NH:22][CH2:21][C:20]1[CH:19]=[CH:18][C:17]([NH:16][C:1](=[O:3])[CH2:4][CH2:5][C:6]2[C:14]3[B:13]([OH:15])[O:12][CH2:11][C:10]=3[CH:9]=[CH:8][CH:7]=2)=[CH:31][CH:30]=1)([CH3:28])([CH3:26])[CH3:27]. The catalyst class is: 4. (5) Reactant: [NH2:1][C:2]1[CH:7]=[CH:6][C:5]([S:8][C:9]2[N:14]=[C:13]([NH:15][C:16]3[NH:20][N:19]=[C:18]([CH3:21])[CH:17]=3)[CH:12]=[C:11]([N:22]3[CH2:25][CH2:24][CH2:23]3)[N:10]=2)=[CH:4][CH:3]=1.[C:26]1([CH3:35])[CH:31]=[CH:30][C:29]([C:32](Cl)=[O:33])=[CH:28][CH:27]=1. Product: [CH3:21][C:18]1[CH:17]=[C:16]([NH:15][C:13]2[CH:12]=[C:11]([N:22]3[CH2:23][CH2:24][CH2:25]3)[N:10]=[C:9]([S:8][C:5]3[CH:6]=[CH:7][C:2]([NH:1][C:32](=[O:33])[C:29]4[CH:30]=[CH:31][C:26]([CH3:35])=[CH:27][CH:28]=4)=[CH:3][CH:4]=3)[N:14]=2)[NH:20][N:19]=1. The catalyst class is: 17. (6) Reactant: Br[C:2]1[CH:9]=[C:8]([O:10][CH3:11])[C:5]([C:6]#[N:7])=[C:4]([F:12])[CH:3]=1.[CH:13](C1C=CC(C#N)=C(OC)C=1C)=[CH2:14]. The catalyst class is: 140. Product: [F:12][C:4]1[CH:3]=[C:2]([CH:13]=[CH2:14])[CH:9]=[C:8]([O:10][CH3:11])[C:5]=1[C:6]#[N:7]. (7) Reactant: [C:1]1([Si:7](Cl)([C:14]2[CH:19]=[CH:18][CH:17]=[CH:16][CH:15]=2)[C:8]2[CH:13]=[CH:12][CH:11]=[CH:10][CH:9]=2)[CH:6]=[CH:5][CH:4]=[CH:3][CH:2]=1.[OH:21][CH2:22][CH2:23][CH2:24][CH2:25][CH2:26][CH2:27][N:28]1[CH:35]=[CH:34][C:32](=[O:33])[NH:31][C:29]1=[O:30]. Product: [C:1]1([Si:7]([C:14]2[CH:19]=[CH:18][CH:17]=[CH:16][CH:15]=2)([C:8]2[CH:13]=[CH:12][CH:11]=[CH:10][CH:9]=2)[O:21][CH2:22][CH2:23][CH2:24][CH2:25][CH2:26][CH2:27][N:28]2[CH:35]=[CH:34][C:32](=[O:33])[NH:31][C:29]2=[O:30])[CH:6]=[CH:5][CH:4]=[CH:3][CH:2]=1. The catalyst class is: 17.